From a dataset of Forward reaction prediction with 1.9M reactions from USPTO patents (1976-2016). Predict the product of the given reaction. (1) The product is: [CH:5]([NH:8][C:11]([C:13]1[O:17][N:16]=[C:15]([O:18][CH2:19][C:20]2[C:21]([C:27]3[CH:32]=[CH:31][C:30]([F:33])=[CH:29][CH:28]=3)=[N:22][O:23][C:24]=2[CH2:25][OH:26])[CH:14]=1)=[O:10])([CH3:7])[CH3:6]. Given the reactants C[Al](C)C.[CH:5]([NH2:8])([CH3:7])[CH3:6].C[O:10][C:11]([C:13]1[O:17][N:16]=[C:15]([O:18][CH2:19][C:20]2[C:21]([C:27]3[CH:32]=[CH:31][C:30]([F:33])=[CH:29][CH:28]=3)=[N:22][O:23][C:24]=2[CH2:25][OH:26])[CH:14]=1)=O, predict the reaction product. (2) Given the reactants C([N:8]1[CH2:13][CH2:12][CH:11]([OH:14])[CH:10]([CH:15]([CH3:17])[CH3:16])[CH2:9]1)C1C=CC=CC=1, predict the reaction product. The product is: [OH:14][CH:11]1[CH2:12][CH2:13][NH:8][CH2:9][CH:10]1[CH:15]([CH3:17])[CH3:16]. (3) Given the reactants [Cl:1][C:2]1[C:3]([Cl:22])=[CH:4][C:5]2[C:6]3[CH2:20][CH2:19][C:18](=[O:21])[C:7]=3[N:8](C(OC(C)(C)C)=O)[C:9]=2[CH:10]=1.C(O)(C(F)(F)F)=O, predict the reaction product. The product is: [Cl:1][C:2]1[C:3]([Cl:22])=[CH:4][C:5]2[C:6]3[CH2:20][CH2:19][C:18](=[O:21])[C:7]=3[NH:8][C:9]=2[CH:10]=1. (4) Given the reactants [BH4-].[Li+].[C:3]([N:8]1[C@H:13]([C:14]2[CH:19]=[CH:18][C:17]([F:20])=[CH:16][CH:15]=2)[CH2:12][CH2:11][CH2:10][C@@H:9]1[C:21](OC)=[O:22])(=[O:7])[CH2:4][CH:5]=[CH2:6].[Cl-].[NH4+].C(OCC)(=O)C, predict the reaction product. The product is: [F:20][C:17]1[CH:18]=[CH:19][C:14]([C@@H:13]2[CH2:12][CH2:11][CH2:10][C@H:9]([CH2:21][OH:22])[N:8]2[C:3](=[O:7])[CH2:4][CH:5]=[CH2:6])=[CH:15][CH:16]=1. (5) Given the reactants C[Si]([C:5]#[C:6][C:7]1[CH:12]=[CH:11][C:10]([C:13]#[C:14][C:15]2[CH:20]=[CH:19][C:18]([CH3:21])=[CH:17][CH:16]=2)=[CH:9][CH:8]=1)(C)C.C(=O)([O-])[O-].[K+].[K+].CO, predict the reaction product. The product is: [C:6]([C:7]1[CH:12]=[CH:11][C:10]([C:13]#[C:14][C:15]2[CH:16]=[CH:17][C:18]([CH3:21])=[CH:19][CH:20]=2)=[CH:9][CH:8]=1)#[CH:5]. (6) The product is: [CH2:60]([C:59]1[N:58]([C:64]2[CH:65]=[CH:66][C:67]([O:70][CH3:71])=[CH:68][CH:69]=2)[N:57]=[C:56]([C:72]([O:74][CH2:75][CH3:76])=[O:73])[C:55]=1[C:52]1[CH:53]=[CH:54][C:49]([C:47]([OH:48])=[O:46])=[CH:50][C:51]=1[C:77]([N:79]1[CH2:88][CH2:87][C:86]2[C:81](=[CH:82][CH:83]=[CH:84][CH:85]=2)[CH2:80]1)=[O:78])[CH2:61][CH2:62][CH3:63]. Given the reactants C(C1N(C2C=CC=CC=2)N=C(C(OCC)=O)C=1C1C=CC(C(O)=O)=CC=1C(N1CCC2C(=CC=CC=2)C1)=O)CCC.C([O:46][C:47]([C:49]1[CH:54]=[CH:53][C:52]([C:55]2[C:56]([C:72]([O:74][CH2:75][CH3:76])=[O:73])=[N:57][N:58]([C:64]3[CH:69]=[CH:68][C:67]([O:70][CH3:71])=[CH:66][CH:65]=3)[C:59]=2[CH2:60][CH2:61][CH2:62][CH3:63])=[C:51]([C:77]([N:79]2[CH2:88][CH2:87][C:86]3[C:81](=[CH:82][CH:83]=[CH:84][CH:85]=3)[CH2:80]2)=[O:78])[CH:50]=1)=[O:48])(C)(C)C, predict the reaction product. (7) Given the reactants [CH2:1]([N:3](CC)CC)C.ClC(Cl)(O[C:12](=[O:18])[O:13][C:14](Cl)(Cl)Cl)Cl.[F:20][C:21]([F:49])(CO)[CH2:22][N:23]1[C:27]([C:28]2[CH:33]=[CH:32][C:31]([F:34])=[CH:30][CH:29]=2)=[C:26]([C:35]2[CH:36]=[CH:37][C:38]3[O:43][CH2:42][C:41](=[O:44])[NH:40][C:39]=3[CH:45]=2)[C:25]([CH3:46])=[N:24]1.C([O-])(O)=O.[Na+], predict the reaction product. The product is: [CH3:1][NH:3][C:12](=[O:18])[O:13][CH2:14][C:21]([F:49])([F:20])[CH2:22][N:23]1[C:27]([C:28]2[CH:29]=[CH:30][C:31]([F:34])=[CH:32][CH:33]=2)=[C:26]([C:35]2[CH:36]=[CH:37][C:38]3[O:43][CH2:42][C:41](=[O:44])[NH:40][C:39]=3[CH:45]=2)[C:25]([CH3:46])=[N:24]1. (8) Given the reactants [N+:1]([C:4]1[C:13]2[C:8](=[CH:9][CH:10]=[CH:11][CH:12]=2)[CH:7]=[CH:6][CH:5]=1)([O-:3])=[O:2].[OH-].[K+].[O-]O.C1(C(C)C)C=CC=CC=1.[O-:27]S([O-])(=S)=O.[Na+].[Na+], predict the reaction product. The product is: [N+:1]([C:4]1[C:13]2[C:8](=[CH:9][CH:10]=[CH:11][CH:12]=2)[C:7]([OH:27])=[CH:6][CH:5]=1)([O-:3])=[O:2]. (9) Given the reactants [CH2:1]([Mg]Br)[CH3:2].O1CCCC1.CON(C)[C:13](=[O:31])[CH2:14][C:15]1[CH:20]=[CH:19][C:18]([C:21]2[CH:26]=[CH:25][C:24]([C:27]([F:30])([F:29])[F:28])=[CH:23][CH:22]=2)=[CH:17][CH:16]=1, predict the reaction product. The product is: [F:28][C:27]([F:29])([F:30])[C:24]1[CH:23]=[CH:22][C:21]([C:18]2[CH:19]=[CH:20][C:15]([CH2:14][C:13](=[O:31])[CH2:1][CH3:2])=[CH:16][CH:17]=2)=[CH:26][CH:25]=1. (10) Given the reactants [NH2:1][C:2]1[NH:6][N:5]=[C:4]([CH3:7])[C:3]=1[C:8]1[C:13]([CH3:14])=[CH:12][C:11]([Cl:15])=[CH:10][C:9]=1[CH3:16].[C:17](OCC)(=[O:22])[CH2:18][C:19]([CH3:21])=O, predict the reaction product. The product is: [OH:22][C:17]1[N:6]2[N:5]=[C:4]([CH3:7])[C:3]([C:8]3[C:13]([CH3:14])=[CH:12][C:11]([Cl:15])=[CH:10][C:9]=3[CH3:16])=[C:2]2[N:1]=[C:19]([CH3:21])[CH:18]=1.